This data is from Forward reaction prediction with 1.9M reactions from USPTO patents (1976-2016). The task is: Predict the product of the given reaction. (1) The product is: [C:17]1([CH2:16][CH:13]([C:8]2[C:7]([C:2]3[CH:3]=[CH:4][CH:5]=[CH:6][C:1]=3[CH3:15])=[CH:12][CH:11]=[CH:10][N:9]=2)[NH2:14])[CH:22]=[CH:21][CH:20]=[CH:19][CH:18]=1. Given the reactants [C:1]1([CH3:15])[CH:6]=[CH:5][CH:4]=[CH:3][C:2]=1[C:7]1[C:8]([C:13]#[N:14])=[N:9][CH:10]=[CH:11][CH:12]=1.[CH2:16]([Mg]Cl)[C:17]1[CH:22]=[CH:21][CH:20]=[CH:19][CH:18]=1.CC(O)CC.[BH4-].[Na+], predict the reaction product. (2) The product is: [C:23]([O:27][C:28](=[O:42])[NH:29][CH2:30][C:31](=[S:10])[NH:32][C:33]1[C:38]([F:39])=[CH:37][CH:36]=[CH:35][C:34]=1[F:40])([CH3:26])([CH3:25])[CH3:24]. Given the reactants COC1C=CC(P2(SP(C3C=CC(OC)=CC=3)(=S)S2)=[S:10])=CC=1.[C:23]([O:27][C:28](=[O:42])[NH:29][CH2:30][C:31](=O)[NH:32][C:33]1[C:38]([F:39])=[CH:37][CH:36]=[CH:35][C:34]=1[F:40])([CH3:26])([CH3:25])[CH3:24], predict the reaction product. (3) Given the reactants [C:1]([CH:4]([CH2:9][CH2:10][CH2:11][CH2:12][CH2:13][CH3:14])[C:5]([O:7]C)=O)(=[O:3])[CH3:2].C(C(CCCCCC)C(O)=O)(=O)C.ON1C2C=CC=CC=2N=N1.CN1CCOCC1.Cl.CN(C)CCCN=C=NCC.[NH2:57][CH:58]([C:60]1[C:61](=[O:75])[NH:62][C:63]([CH2:66][C:67]2[CH:72]=[CH:71][C:70]([O:73][CH3:74])=[CH:69][CH:68]=2)=[N:64][N:65]=1)[CH3:59], predict the reaction product. The product is: [C:1]([CH:4]([CH2:9][CH2:10][CH2:11][CH2:12][CH2:13][CH3:14])[C:5]([NH:57][CH:58]([C:60]1[C:61](=[O:75])[NH:62][C:63]([CH2:66][C:67]2[CH:72]=[CH:71][C:70]([O:73][CH3:74])=[CH:69][CH:68]=2)=[N:64][N:65]=1)[CH3:59])=[O:7])(=[O:3])[CH3:2]. (4) Given the reactants [OH:1][NH2:2].C([O:5][C:6](=O)[CH2:7][CH2:8][CH2:9][CH2:10][CH2:11][CH2:12][N:13]([C:27]1[CH:32]=[CH:31][CH:30]=[CH:29][N:28]=1)[C:14]1[CH:19]=[C:18]([C:20]2[CH:25]=[CH:24][CH:23]=[CH:22][C:21]=2[CH3:26])[CH:17]=[CH:16][N:15]=1)C, predict the reaction product. The product is: [OH:1][NH:2][C:6](=[O:5])[CH2:7][CH2:8][CH2:9][CH2:10][CH2:11][CH2:12][N:13]([C:27]1[CH:32]=[CH:31][CH:30]=[CH:29][N:28]=1)[C:14]1[CH:19]=[C:18]([C:20]2[CH:25]=[CH:24][CH:23]=[CH:22][C:21]=2[CH3:26])[CH:17]=[CH:16][N:15]=1. (5) Given the reactants [Cl:1][C:2]1[CH:3]=[CH:4][CH:5]=[C:6]2[C:11]=1[N:10]=[CH:9][CH:8]=[CH:7]2.[I:12]N1C(=O)CCC1=O, predict the reaction product. The product is: [Cl:1][C:2]1[CH:3]=[CH:4][CH:5]=[C:6]2[C:11]=1[N:10]=[CH:9][C:8]([I:12])=[CH:7]2.